Dataset: Full USPTO retrosynthesis dataset with 1.9M reactions from patents (1976-2016). Task: Predict the reactants needed to synthesize the given product. (1) The reactants are: [CH:1]1([CH:7]([C:9]2[C:10]([CH2:20][O:21][CH3:22])=[N:11][N:12]([C:14]3[CH:19]=[CH:18][CH:17]=[CH:16][CH:15]=3)[CH:13]=2)O)[CH2:6][CH2:5][CH2:4][CH2:3][CH2:2]1.[NH2:23][C:24]1[CH:29]=[CH:28][C:27]([C:30]([NH:32][CH2:33][CH2:34][C:35]([O:37]CC)=[O:36])=[O:31])=[CH:26][CH:25]=1. Given the product [CH:1]1([CH:7]([NH:23][C:24]2[CH:25]=[CH:26][C:27]([C:30]([NH:32][CH2:33][CH2:34][C:35]([OH:37])=[O:36])=[O:31])=[CH:28][CH:29]=2)[C:9]2[C:10]([CH2:20][O:21][CH3:22])=[N:11][N:12]([C:14]3[CH:19]=[CH:18][CH:17]=[CH:16][CH:15]=3)[CH:13]=2)[CH2:6][CH2:5][CH2:4][CH2:3][CH2:2]1, predict the reactants needed to synthesize it. (2) Given the product [Cl:21][C:7]1[C:6]2[C:11](=[CH:12][C:3]([O:2][CH3:1])=[CH:4][CH:5]=2)[N:10]=[C:9]([N:13]2[CH2:17][CH2:16][CH2:15][CH2:14]2)[N:8]=1, predict the reactants needed to synthesize it. The reactants are: [CH3:1][O:2][C:3]1[CH:12]=[C:11]2[C:6]([C:7](O)=[N:8][C:9]([N:13]3[CH2:17][CH2:16][CH2:15][CH2:14]3)=[N:10]2)=[CH:5][CH:4]=1.O=P(Cl)(Cl)[Cl:21].